Dataset: Full USPTO retrosynthesis dataset with 1.9M reactions from patents (1976-2016). Task: Predict the reactants needed to synthesize the given product. (1) Given the product [F:1][C:2]([F:17])([F:18])[C:3]([NH:5][C@@H:6]([CH3:16])[C@H:7]([OH:15])[C:8]1[CH:13]=[CH:12][C:11]([OH:14])=[C:10]([N+:19]([O-:21])=[O:20])[CH:9]=1)=[O:4], predict the reactants needed to synthesize it. The reactants are: [F:1][C:2]([F:18])([F:17])[C:3]([NH:5][C@@H:6]([CH3:16])[C@H:7]([OH:15])[C:8]1[CH:13]=[CH:12][C:11]([OH:14])=[CH:10][CH:9]=1)=[O:4].[N+:19]([O-])([OH:21])=[O:20].C(OCC)(=O)C. (2) Given the product [CH:1]([CH:25]=[CH:24][C:23]#[N:26])=[CH:2][C:3]1[CH:8]=[CH:7][CH:6]=[CH:5][CH:4]=1, predict the reactants needed to synthesize it. The reactants are: [CH2:1]=[CH:2][C:3]1[CH:8]=[CH:7][CH:6]=[CH:5][CH:4]=1.[K].CC(C(C(C(S)(C)C)(C)C)(C)C)C.[C:23](#[N:26])[CH:24]=[CH2:25].[O-]P(OP([O-])([O-])=O)(=O)[O-].[Na+].[Na+].[Na+].[Na+].O=C[C@@H]([C@H]([C@@H]([C@@H](CO)O)O)O)O.[O-]O.C1(C(C)C)C=CC=CC=1.C(C1C=C(CC)C=C(C(C)(C)C)C=1O)C1C=C(CC)C=C(C(C)(C)C)C=1O.S(=O)(=O)(O)O.